From a dataset of Reaction yield outcomes from USPTO patents with 853,638 reactions. Predict the reaction yield, written as a fraction of the theoretical maximum amount of product (1.0 means a 100% yield; for example, 0.34 means a 34% yield). The reactants are [Cl:1][C:2]1[CH:7]=[CH:6][C:5]([C@H:8]2[N:15]3[C:11]([S:12][C:13]([C:19]([N:21]4[CH2:32][CH2:31][CH2:30][C@H:22]4[C:23]([O:25]C(C)(C)C)=[O:24])=[O:20])=[C:14]3[CH:16]([CH3:18])[CH3:17])=[N:10][C@:9]2([C:34]2[CH:39]=[CH:38][C:37]([Cl:40])=[CH:36][CH:35]=2)[CH3:33])=[CH:4][CH:3]=1. The catalyst is FC(F)(F)C(O)=O. The product is [Cl:1][C:2]1[CH:3]=[CH:4][C:5]([C@H:8]2[N:15]3[C:11]([S:12][C:13]([C:19]([N:21]4[CH2:32][CH2:31][CH2:30][C@H:22]4[C:23]([OH:25])=[O:24])=[O:20])=[C:14]3[CH:16]([CH3:17])[CH3:18])=[N:10][C@:9]2([C:34]2[CH:35]=[CH:36][C:37]([Cl:40])=[CH:38][CH:39]=2)[CH3:33])=[CH:6][CH:7]=1. The yield is 1.00.